Task: Predict the product of the given reaction.. Dataset: Forward reaction prediction with 1.9M reactions from USPTO patents (1976-2016) (1) The product is: [C:30]1([CH:7]([C:1]2[CH:2]=[CH:3][CH:4]=[CH:5][CH:6]=2)[N:8]2[C:16]3[C:11](=[CH:12][CH:13]=[CH:14][CH:15]=3)[C:10]3([C:17]4=[CH:18][C:19]5[O:25][CH2:24][CH2:23][CH2:22][O:21][C:20]=5[CH:26]=[C:27]4[O:28][CH2:36]3)[C:9]2=[O:29])[CH:31]=[CH:32][CH:33]=[CH:34][CH:35]=1. Given the reactants [C:1]1([CH:7]([C:30]2[CH:35]=[CH:34][CH:33]=[CH:32][CH:31]=2)[N:8]2[C:16]3[C:11](=[CH:12][CH:13]=[CH:14][CH:15]=3)[CH:10]([C:17]3[C:27]([OH:28])=[CH:26][C:20]4[O:21][CH2:22][CH2:23][CH2:24][O:25][C:19]=4[CH:18]=3)[C:9]2=[O:29])[CH:6]=[CH:5][CH:4]=[CH:3][CH:2]=1.[C:36]1(C(C2C=CC=CC=2)N2C3C(=CC=CC=3)C(C3C=C(C)C(OC)=CC=3O)C2=O)C=CC=CC=1, predict the reaction product. (2) Given the reactants C1(S([N:10]2[C:14]3[N:15]=[CH:16][N:17]=[C:18]([Cl:19])[C:13]=3[C:12]([C:20]3[CH:25]=[CH:24][C:23]([CH3:26])=[CH:22][CH:21]=3)=[CH:11]2)(=O)=O)C=CC=CC=1.CCCC[N+](CCCC)(CCCC)CCCC.[F-], predict the reaction product. The product is: [Cl:19][C:18]1[C:13]2[C:12]([C:20]3[CH:25]=[CH:24][C:23]([CH3:26])=[CH:22][CH:21]=3)=[CH:11][NH:10][C:14]=2[N:15]=[CH:16][N:17]=1. (3) Given the reactants [F:1][C:2]1[CH:9]=[CH:8][C:5]([CH2:6]Br)=[CH:4][CH:3]=1.[C:10]([O:14][C:15]([N:17]1[CH2:27][CH2:26][C:20]2([NH:24][NH:23][C:22](=[O:25])[CH2:21]2)[CH2:19][CH2:18]1)=[O:16])([CH3:13])([CH3:12])[CH3:11], predict the reaction product. The product is: [C:10]([O:14][C:15]([N:17]1[CH2:27][CH2:26][C:20]2([N:24]([CH2:6][C:5]3[CH:8]=[CH:9][C:2]([F:1])=[CH:3][CH:4]=3)[NH:23][C:22](=[O:25])[CH2:21]2)[CH2:19][CH2:18]1)=[O:16])([CH3:13])([CH3:11])[CH3:12]. (4) Given the reactants Br[C:2]1[CH:3]=[N:4][C:5]([N:8]2[CH2:13][CH2:12][O:11][C@H:10]([CH2:14][N:15]3[C:19]4=[N:20][C:21]([C:24]5[CH:25]=[N:26][N:27]([CH3:29])[CH:28]=5)=[CH:22][N:23]=[C:18]4[N:17]=[N:16]3)[CH2:9]2)=[N:6][CH:7]=1.CC1(C)C(C)(C)OB([C:38]2[CH2:43][CH2:42][N:41]([C:44]([O:46][C:47]([CH3:50])([CH3:49])[CH3:48])=[O:45])[CH2:40][CH:39]=2)O1.C(=O)([O-])[O-].[K+].[K+], predict the reaction product. The product is: [CH3:29][N:27]1[CH:28]=[C:24]([C:21]2[N:20]=[C:19]3[N:15]([CH2:14][C@@H:10]4[CH2:9][N:8]([C:5]5[N:4]=[CH:3][C:2]([C:38]6[CH2:43][CH2:42][N:41]([C:44]([O:46][C:47]([CH3:50])([CH3:49])[CH3:48])=[O:45])[CH2:40][CH:39]=6)=[CH:7][N:6]=5)[CH2:13][CH2:12][O:11]4)[N:16]=[N:17][C:18]3=[N:23][CH:22]=2)[CH:25]=[N:26]1. (5) Given the reactants C[O:2][C:3](=O)[C:4]([CH2:6]Br)=[CH2:5].[CH3:9][N:10]=[CH:11][CH:12]=[CH:13][C:14]1[CH:19]=[CH:18][CH:17]=[CH:16][CH:15]=1.[NH4+].[Cl-], predict the reaction product. The product is: [CH3:9][N:10]1[CH:11]([CH:12]=[CH:13][C:14]2[CH:19]=[CH:18][CH:17]=[CH:16][CH:15]=2)[CH2:6][C:4](=[CH2:5])[C:3]1=[O:2].